From a dataset of Full USPTO retrosynthesis dataset with 1.9M reactions from patents (1976-2016). Predict the reactants needed to synthesize the given product. The reactants are: [NH2:1][C:2]([C@@H:4]1[C@H:8]([C:9]2[S:10][CH:11]=[CH:12][N:13]=2)[NH:7][C@:6]([CH2:21][CH:22]([CH3:24])[CH3:23])([C:14]([O:16][C:17]([CH3:20])([CH3:19])[CH3:18])=[O:15])[CH2:5]1)=[O:3].CO[C:27]([N:31](C)C)(OC)[CH3:28].Cl.NO.[OH-].[Na+]. Given the product [CH2:21]([C@@:6]1([C:14]([O:16][C:17]([CH3:18])([CH3:19])[CH3:20])=[O:15])[CH2:5][C@H:4]([C:2]2[O:3][N:31]=[C:27]([CH3:28])[N:1]=2)[C@H:8]([C:9]2[S:10][CH:11]=[CH:12][N:13]=2)[NH:7]1)[CH:22]([CH3:24])[CH3:23], predict the reactants needed to synthesize it.